Dataset: Volume of distribution at steady state (VDss) regression data from Lombardo et al.. Task: Regression/Classification. Given a drug SMILES string, predict its absorption, distribution, metabolism, or excretion properties. Task type varies by dataset: regression for continuous measurements (e.g., permeability, clearance, half-life) or binary classification for categorical outcomes (e.g., BBB penetration, CYP inhibition). For this dataset (vdss_lombardo), we predict log10(VDss) (log10 of volume of distribution in L/kg). (1) The drug is C[NH+](CCC(=O)/C=C/c1ccc(O)cc1)CCc1ccc2c(c1)OCO2. The log10(VDss) is 0.330. (2) The molecule is CCC[NH+](CCC)CCc1cccc2c1CC(=O)N2. The log10(VDss) is 0.890. (3) The molecule is CCn1cnc(C(=O)NC)c1C(=O)NC. The log10(VDss) is -0.140. (4) The drug is C[NH+]1CCN(c2ncc(-c3cc(Cl)cc(Cl)c3Cl)c(N)n2)CC1. The log10(VDss) is 1.38. (5) The molecule is CCCCCc1cc(O)c2c(c1)OC(C)(C)c1ccc(C)cc1-2. The log10(VDss) is 1.23. (6) The drug is COC1CC2CCC(C)C(O)(O2)C(=O)C(=O)N2CCCCC2C(=O)OC(C(C)CC2CCC(OP(C)(C)=O)C(OC)C2)CC(=O)C(C)/C=C(\C)C(O)C(OC)C(=O)C(C)CC(C)/C=C/C=C/C=C/1C. The log10(VDss) is 0.510.